This data is from Catalyst prediction with 721,799 reactions and 888 catalyst types from USPTO. The task is: Predict which catalyst facilitates the given reaction. (1) Reactant: [F:1][C:2]1[CH:7]=[C:6]([C:8]([OH:11])([CH3:10])[CH3:9])[CH:5]=[C:4]([F:12])[C:3]=1[C:13]1[S:17][C:16]([NH:18][C:19]2[CH:24]=[CH:23][CH:22]=[C:21]([C:25](OC)([O:28]C)[CH2:26][F:27])[N:20]=2)=[C:15]([C:32]([NH2:34])=[O:33])[CH:14]=1.Cl. Product: [F:1][C:2]1[CH:7]=[C:6]([C:8]([OH:11])([CH3:9])[CH3:10])[CH:5]=[C:4]([F:12])[C:3]=1[C:13]1[S:17][C:16]([NH:18][C:19]2[CH:24]=[CH:23][CH:22]=[C:21]([C:25](=[O:28])[CH2:26][F:27])[N:20]=2)=[C:15]([C:32]([NH2:34])=[O:33])[CH:14]=1. The catalyst class is: 10. (2) Reactant: [C:1]([O:5][C:6]([NH:8][C:9]1[O:17][C:16]2[C:11](=[N:12][CH:13]=[C:14]([CH3:18])[CH:15]=2)[C:10]=1[C:19]([O:21]C)=[O:20])=[O:7])([CH3:4])([CH3:3])[CH3:2].O[Li].O. Product: [C:1]([O:5][C:6]([NH:8][C:9]1[O:17][C:16]2[C:11](=[N:12][CH:13]=[C:14]([CH3:18])[CH:15]=2)[C:10]=1[C:19]([OH:21])=[O:20])=[O:7])([CH3:4])([CH3:2])[CH3:3]. The catalyst class is: 278. (3) Reactant: CC1(C)C(C)(C)OB([C:9]2[CH:10]=[C:11]3[C:15](=[CH:16][CH:17]=2)[NH:14][N:13]=[CH:12]3)O1.Br[C:20]1[CH:21]=[C:22]2[C:28]([C:29]([C:31]3[C:32]([F:50])=[C:33]([NH:38][S:39]([C:42]4[CH:47]=[C:46]([F:48])[CH:45]=[CH:44][C:43]=4[F:49])(=[O:41])=[O:40])[CH:34]=[CH:35][C:36]=3[F:37])=[O:30])=[CH:27][NH:26][C:23]2=[N:24][CH:25]=1.C(=O)([O-])[O-].[K+].[K+]. Product: [F:50][C:32]1[C:31]([C:29]([C:28]2[C:22]3[C:23](=[N:24][CH:25]=[C:20]([C:9]4[CH:10]=[C:11]5[C:15](=[CH:16][CH:17]=4)[NH:14][N:13]=[CH:12]5)[CH:21]=3)[NH:26][CH:27]=2)=[O:30])=[C:36]([F:37])[CH:35]=[CH:34][C:33]=1[NH:38][S:39]([C:42]1[CH:47]=[C:46]([F:48])[CH:45]=[CH:44][C:43]=1[F:49])(=[O:40])=[O:41]. The catalyst class is: 790. (4) Reactant: C1(C)C=CC(S(N[C@H](C2C=CC=CC=2)[C@@H](C2C=CC=CC=2)N)(=O)=O)=CC=1.C(O)(C)C.CC(C)([O-])C.[K+].[Cl:37][CH2:38][C:39]([C:41]1[CH:46]=[CH:45][CH:44]=[C:43]([CH3:47])[CH:42]=1)=[O:40]. Product: [Cl:37][CH2:38][CH:39]([C:41]1[CH:46]=[CH:45][CH:44]=[C:43]([CH3:47])[CH:42]=1)[OH:40]. The catalyst class is: 32. (5) Reactant: [CH3:1][O:2][N:3]([C:32]([C:45]1[CH:50]=[CH:49][CH:48]=[CH:47][CH:46]=1)([C:39]1[CH:44]=[CH:43][CH:42]=[CH:41][CH:40]=1)[C:33]1[CH:38]=[CH:37][CH:36]=[CH:35][CH:34]=1)[C:4]1[NH:5][C:6](=[O:31])[C:7]2[N:8]=[CH:9][N:10]([C@@H:13]3[O:18][C@H:17]([CH2:19][O:20][Si:21]([C:24]([CH3:27])([CH3:26])[CH3:25])([CH3:23])[CH3:22])[C@@H:15]([OH:16])[C@@:14]3([C:29]#[CH:30])[F:28])[C:11]=2[N:12]=1.C1(C)C=CC(S(O)(=O)=O)=CC=1.[O:62]1[CH:67]=[CH:66][CH2:65][CH2:64][CH2:63]1. Product: [CH3:1][O:2][N:3]([C:32]([C:39]1[CH:40]=[CH:41][CH:42]=[CH:43][CH:44]=1)([C:45]1[CH:46]=[CH:47][CH:48]=[CH:49][CH:50]=1)[C:33]1[CH:34]=[CH:35][CH:36]=[CH:37][CH:38]=1)[C:4]1[NH:5][C:6](=[O:31])[C:7]2[N:8]=[CH:9][N:10]([C@@H:13]3[O:18][C@H:17]([CH2:19][O:20][Si:21]([C:24]([CH3:27])([CH3:25])[CH3:26])([CH3:22])[CH3:23])[C@@H:15]([O:16][CH:63]4[CH2:64][CH2:65][CH2:66][CH2:67][O:62]4)[C@@:14]3([C:29]#[CH:30])[F:28])[C:11]=2[N:12]=1. The catalyst class is: 76. (6) Reactant: [F:1][C:2]1[CH:7]=[CH:6][C:5]([C:8]2[N:12]=[C:11]([NH2:13])[NH:10][N:9]=2)=[CH:4][CH:3]=1.CC1C=CC(S(O)(=O)=O)=CC=1.[Cl:25][C:26]1[CH:31]=[CH:30][C:29]([C:32](=O)[CH2:33][C:34](OCC)=[O:35])=[CH:28][C:27]=1[O:40][CH3:41]. The catalyst class is: 114. Product: [Cl:25][C:26]1[CH:31]=[CH:30][C:29]([C:32]2[NH:13][C:11]3[N:10]([N:9]=[C:8]([C:5]4[CH:4]=[CH:3][C:2]([F:1])=[CH:7][CH:6]=4)[N:12]=3)[C:34](=[O:35])[CH:33]=2)=[CH:28][C:27]=1[O:40][CH3:41]. (7) Reactant: [F:1][C:2]([F:10])([F:9])[C:3]#[C:4][C:5]([F:8])([F:7])[F:6].[H][H]. Product: [F:1][C:2]([F:10])([F:9])/[CH:3]=[CH:4]\[C:5]([F:8])([F:7])[F:6]. The catalyst class is: 181. (8) The catalyst class is: 2. Product: [CH3:16][C:17]1[C:18]([Cl:1])=[CH:19][C:20]2[CH:21]([CH3:29])[CH:22]3[CH2:26][NH:25][CH2:24][CH:23]3[C:27]=2[CH:28]=1. Reactant: [Cl:1]C(OCC)=O.CCN(C(C)C)C(C)C.[CH3:16][C:17]1[CH:18]=[CH:19][C:20]2[CH:21]([CH3:29])[CH:22]3[CH2:26][NH:25][CH2:24][CH:23]3[C:27]=2[CH:28]=1. (9) Reactant: [BrH:1].C(O)(=O)C.[C:6]([C:8]1[CH:9]=[C:10]([C:14](=O)[CH2:15][S:16][C:17]#[N:18])[CH:11]=[CH:12][CH:13]=1)#[N:7].O. Product: [Br:1][C:17]1[S:16][CH:15]=[C:14]([C:10]2[CH:9]=[C:8]([CH:13]=[CH:12][CH:11]=2)[C:6]#[N:7])[N:18]=1. The catalyst class is: 15. (10) Reactant: [C:1]([OH:4])(=O)C.Cl[C:6]1[N:11]=C(Cl)[N:9]=[C:8]([N:13]2[CH2:18][CH2:17][N:16]([C:19]3[CH:24]=[CH:23][C:22]([F:25])=[CH:21][CH:20]=3)[CH2:15][CH2:14]2)[N:7]=1.C([O-])(=[O:28])C.[Na+]. Product: [F:25][C:22]1[CH:23]=[CH:24][C:19]([N:16]2[CH2:17][CH2:18][N:13]([C:8]3[NH:7][C:6](=[O:28])[NH:11][C:1](=[O:4])[N:9]=3)[CH2:14][CH2:15]2)=[CH:20][CH:21]=1. The catalyst class is: 6.